Dataset: Full USPTO retrosynthesis dataset with 1.9M reactions from patents (1976-2016). Task: Predict the reactants needed to synthesize the given product. (1) Given the product [Cl:14][C:12]1[CH:11]=[CH:10][C:9]2[C:3](=[CH:2][C:26]3[CH:27]=[CH:28][C:22]4[O:21][C:20](=[O:19])[NH:24][C:23]=4[CH:25]=3)[C:4]3[CH:18]=[CH:17][CH:16]=[CH:15][C:5]=3[CH2:6][CH2:7][C:8]=2[CH:13]=1, predict the reactants needed to synthesize it. The reactants are: Br[CH:2]=[C:3]1[C:9]2[CH:10]=[CH:11][C:12]([Cl:14])=[CH:13][C:8]=2[CH2:7][CH2:6][C:5]2[CH:15]=[CH:16][CH:17]=[CH:18][C:4]1=2.[O:19]=[C:20]1[NH:24][C:23]2[CH:25]=[C:26](B(O)O)[CH:27]=[CH:28][C:22]=2[O:21]1. (2) The reactants are: [C:1]1([NH:7][C:8]2[S:9][CH:10]=[C:11]([C:13]([C:15]3[CH:20]=[C:19]([O:21][CH3:22])[C:18]([O:23][CH3:24])=[C:17]([O:25][CH3:26])[CH:16]=3)=[O:14])[N:12]=2)[CH:6]=[CH:5][CH:4]=[CH:3][CH:2]=1.[Cl:27]C1C=CC(NC(N)=S)=CC=1.BrCC(=O)C(OCC)=O. Given the product [Cl:27][C:4]1[CH:5]=[CH:6][C:1]([NH:7][C:8]2[S:9][CH:10]=[C:11]([C:13]([C:15]3[CH:20]=[C:19]([O:21][CH3:22])[C:18]([O:23][CH3:24])=[C:17]([O:25][CH3:26])[CH:16]=3)=[O:14])[N:12]=2)=[CH:2][CH:3]=1, predict the reactants needed to synthesize it. (3) Given the product [F:7][C:8]([F:12])([F:11])[CH2:9][NH:10][S:23]([CH2:26][CH2:27][NH:28][C:29](=[O:38])[O:30][CH2:31][C:32]1[CH:37]=[CH:36][CH:35]=[CH:34][CH:33]=1)(=[O:25])=[O:24], predict the reactants needed to synthesize it. The reactants are: O1CCOCC1.[F:7][C:8]([F:12])([F:11])[CH2:9][NH2:10].CCN(C(C)C)C(C)C.Cl[S:23]([CH2:26][CH2:27][NH:28][C:29](=[O:38])[O:30][CH2:31][C:32]1[CH:37]=[CH:36][CH:35]=[CH:34][CH:33]=1)(=[O:25])=[O:24]. (4) The reactants are: C(O[C:9]1[C:14]([CH3:15])=[C:13]([CH3:16])[C:12]([O:17]CC2C=CC=CC=2)=[CH:11][C:10]=1[CH2:25][CH2:26][CH:27]([NH:29][C:30]1[CH:35]=[CH:34][C:33]([O:36][CH3:37])=[CH:32][CH:31]=1)[CH3:28])C1C=CC=CC=1. Given the product [CH3:37][O:36][C:33]1[CH:34]=[CH:35][C:30]([N:29]2[C:9]3[C:10](=[CH:11][C:12]([OH:17])=[C:13]([CH3:16])[C:14]=3[CH3:15])[CH2:25][CH2:26][CH:27]2[CH3:28])=[CH:31][CH:32]=1, predict the reactants needed to synthesize it. (5) Given the product [C:5]1([C:11]2[C:12]([C:19]3[CH:24]=[CH:23][CH:22]=[CH:21][CH:20]=3)=[N:13][CH:14]=[CH:15][C:16]=2[CH2:17][N:25]2[CH2:30][CH2:29][CH2:28][CH2:27][CH2:26]2)[CH:10]=[CH:9][CH:8]=[CH:7][CH:6]=1, predict the reactants needed to synthesize it. The reactants are: S(Cl)(Cl)=O.[C:5]1([C:11]2[C:12]([C:19]3[CH:24]=[CH:23][CH:22]=[CH:21][CH:20]=3)=[N:13][CH:14]=[CH:15][C:16]=2[CH2:17]O)[CH:10]=[CH:9][CH:8]=[CH:7][CH:6]=1.[NH:25]1[CH2:30][CH2:29][CH2:28][CH2:27][CH2:26]1.C(=O)([O-])O.[Na+]. (6) The reactants are: [Br:1][C:2]1[CH:7]=[CH:6][C:5]([N:8]2[C:12](=O)[NH:11][C:10]([C:14]3[C:19]([F:20])=[CH:18][CH:17]=[CH:16][C:15]=3[Cl:21])=[N:9]2)=[CH:4][CH:3]=1.O=P(Cl)(Cl)[Cl:24]. Given the product [Br:1][C:2]1[CH:7]=[CH:6][C:5]([N:8]2[C:12]([Cl:24])=[N:11][C:10]([C:14]3[C:19]([F:20])=[CH:18][CH:17]=[CH:16][C:15]=3[Cl:21])=[N:9]2)=[CH:4][CH:3]=1, predict the reactants needed to synthesize it. (7) Given the product [CH2:8]([NH:11][CH:2]([CH3:1])[CH2:3][CH2:4][CH:5]=[CH2:6])[CH:9]=[CH2:10].[CH2:8]([N:11]=[C:16]([CH3:15])[CH2:17][CH2:12][CH:13]=[CH2:14])[CH:9]=[CH2:10], predict the reactants needed to synthesize it. The reactants are: [CH3:1][C:2](=O)[CH2:3][CH2:4][CH:5]=[CH2:6].[CH2:8]([NH2:11])[CH:9]=[CH2:10].[C:12]1(C)[CH:17]=[CH:16][C:15](S(O)(=O)=O)=[CH:14][CH:13]=1. (8) Given the product [Cl:8][C:9]1[CH:10]=[CH:11][C:12]([N:15]=[C:16]2[CH2:17][CH2:18][CH:19]3[CH:24]([CH:23]=[CH:22][CH2:21][CH2:20]3)[S:25]2)=[CH:13][CH:14]=1, predict the reactants needed to synthesize it. The reactants are: C1COCC1.II.[Cl:8][C:9]1[CH:14]=[CH:13][C:12]([NH:15][C:16](=[S:25])[CH2:17][CH2:18][CH:19]2[CH2:24][CH2:23][CH2:22][CH:21]=[CH:20]2)=[CH:11][CH:10]=1. (9) Given the product [Cl:1][C:2]1[CH:7]=[CH:6][C:5]([OH:8])=[C:4]([I:10])[CH:3]=1, predict the reactants needed to synthesize it. The reactants are: [Cl:1][C:2]1[CH:7]=[CH:6][C:5]([OH:8])=[CH:4][CH:3]=1.O.[I:10]I.C(=O)(O)[O-].[Na+].